From a dataset of Reaction yield outcomes from USPTO patents with 853,638 reactions. Predict the reaction yield, written as a fraction of the theoretical maximum amount of product (1.0 means a 100% yield; for example, 0.34 means a 34% yield). (1) The reactants are [OH:1][C:2]([CH3:36])([CH3:35])[CH2:3][C@@:4]1([C:29]2[CH:34]=[CH:33][CH:32]=[CH:31][CH:30]=2)[O:9][C:8](=[O:10])[N:7]([C@H:11]([C:13]2[CH:18]=[CH:17][C:16]([C:19]3[CH:28]=[CH:27][C:22]([C:23](OC)=[O:24])=[CH:21][N:20]=3)=[CH:15][CH:14]=2)[CH3:12])[CH2:6][CH2:5]1.[NH2:37][CH3:38].CO. No catalyst specified. The product is [OH:1][C:2]([CH3:36])([CH3:35])[CH2:3][C@@:4]1([C:29]2[CH:30]=[CH:31][CH:32]=[CH:33][CH:34]=2)[O:9][C:8](=[O:10])[N:7]([C@H:11]([C:13]2[CH:14]=[CH:15][C:16]([C:19]3[CH:28]=[CH:27][C:22]([C:23]([NH:37][CH3:38])=[O:24])=[CH:21][N:20]=3)=[CH:17][CH:18]=2)[CH3:12])[CH2:6][CH2:5]1. The yield is 0.360. (2) The reactants are C([N:8]1[CH2:14][C:13]2[N:15]=[CH:16][C:17]([N:19]3[CH2:23][CH2:22][CH2:21][CH:20]3[CH2:24][O:25][CH3:26])=[N:18][C:12]=2[O:11][C@@H:10]([CH2:27][O:28][CH3:29])[CH2:9]1)C1C=CC=CC=1.C(OCC)(=O)C.[ClH:36]. The catalyst is CO.[OH-].[OH-].[Pd+2]. The product is [ClH:36].[CH3:29][O:28][CH2:27][C@H:10]1[CH2:9][NH:8][CH2:14][C:13]2[N:15]=[CH:16][C:17]([N:19]3[CH2:23][CH2:22][CH2:21][CH:20]3[CH2:24][O:25][CH3:26])=[N:18][C:12]=2[O:11]1. The yield is 0.540. (3) The reactants are I([O-])(=O)(=O)=O.[Na+].[OH:7][C:8]1(CO)[CH:14]=[CH:13][C:12]2[CH:15]=[C:16]([C:19]([O:21][CH3:22])=[O:20])[CH:17]=[CH:18][C:11]=2[O:10][CH2:9]1. The catalyst is O1CCOCC1.O. The product is [O:7]=[C:8]1[CH:14]=[CH:13][C:12]2[CH:15]=[C:16]([C:19]([O:21][CH3:22])=[O:20])[CH:17]=[CH:18][C:11]=2[O:10][CH2:9]1. The yield is 0.450. (4) The reactants are [CH3:1][O:2][C:3]1[C:8]([N+:9]([O-])=O)=[C:7]([O:12][CH3:13])[N:6]=[C:5]([NH:14][CH2:15][CH2:16][N:17]([CH3:25])[C:18](=[O:24])[O:19][C:20]([CH3:23])([CH3:22])[CH3:21])[N:4]=1. The catalyst is C(O)C. The product is [NH2:9][C:8]1[C:7]([O:12][CH3:13])=[N:6][C:5]([NH:14][CH2:15][CH2:16][N:17]([CH3:25])[C:18](=[O:24])[O:19][C:20]([CH3:21])([CH3:22])[CH3:23])=[N:4][C:3]=1[O:2][CH3:1]. The yield is 0.980.